Dataset: Forward reaction prediction with 1.9M reactions from USPTO patents (1976-2016). Task: Predict the product of the given reaction. (1) The product is: [C:6]1([CH2:2][C:3]([O:5][CH3:17])=[O:4])[CH:11]=[CH:10][CH:9]=[CH:8][CH:7]=1. Given the reactants C[CH:2]([C:6]1[CH:11]=[CH:10][CH:9]=[CH:8][CH:7]=1)[C:3]([O-:5])=[O:4].S(=O)(=O)(O)O.[C:17]([O-])(O)=O.[Na+], predict the reaction product. (2) Given the reactants [CH3:1][Mg]Br.CON(C)[C:7]([C:9]1[C:13]([CH3:14])=[C:12]([C:15]2[CH:20]=[CH:19][C:18]([Cl:21])=[CH:17][CH:16]=2)[N:11]([C:22]2[CH:27]=[CH:26][CH:25]=[CH:24][C:23]=2[Cl:28])[N:10]=1)=[O:8], predict the reaction product. The product is: [Cl:21][C:18]1[CH:19]=[CH:20][C:15]([C:12]2[N:11]([C:22]3[CH:27]=[CH:26][CH:25]=[CH:24][C:23]=3[Cl:28])[N:10]=[C:9]([C:7](=[O:8])[CH3:1])[C:13]=2[CH3:14])=[CH:16][CH:17]=1. (3) Given the reactants [CH2:1]1[CH:5]2[CH2:6][C:7](=O)[CH:3]([CH2:4]2)[CH2:2]1.[CH3:9][O-].[Na+].CO.[CH:14]1[CH2:18][CH:17]=[CH:16][CH:15]=1, predict the reaction product. The product is: [C:3]12([C:15]3[C:14](=[CH2:9])[CH:18]=[CH:17][CH:16]=3)[CH2:4][CH:5]([CH2:6][CH2:7]1)[CH2:1][CH2:2]2. (4) The product is: [OH:59][C@@H:42]1[CH2:41][N:40]([C:44](=[O:54])[C@@H:45]([NH:49][C:50]([O:52][CH3:53])=[O:51])[CH:46]([CH3:47])[CH3:48])[C@H:39]([C:36]2[NH:37][CH:38]=[C:34]([C:31]3[CH:30]=[CH:29][C:28]([C:23]4[CH:24]=[C:25]5[C:20](=[CH:21][CH:22]=4)[CH:19]=[C:18]([C:15]4[NH:14][C:13]([C@@H:9]6[CH2:10][CH2:11][CH2:12][N:8]6[C:6]([O:5][C:1]([CH3:2])([CH3:3])[CH3:4])=[O:7])=[N:17][CH:16]=4)[CH:27]=[CH:26]5)=[CH:33][CH:32]=3)[N:35]=2)[CH2:43]1. Given the reactants [C:1]([O:5][C:6]([N:8]1[CH2:12][CH2:11][CH2:10][CH:9]1[C:13]1[NH:14][C:15]([C:18]2[CH:27]=[CH:26][C:25]3[C:20](=[CH:21][CH:22]=[C:23]([C:28]4[CH:33]=[CH:32][C:31]([C:34]5[NH:35][C:36]([CH:39]6[CH2:43][CH2:42][CH2:41][N:40]6[C:44](=[O:54])[CH:45]([NH:49][C:50]([O:52][CH3:53])=[O:51])[CH:46]([CH3:48])[CH3:47])=[N:37][CH:38]=5)=[CH:30][CH:29]=4)[CH:24]=3)[CH:19]=2)=[CH:16][N:17]=1)=[O:7])([CH3:4])([CH3:3])[CH3:2].C([O:59]C(N1CCCC1C(O)=O)=O)(C)(C)C, predict the reaction product.